This data is from Forward reaction prediction with 1.9M reactions from USPTO patents (1976-2016). The task is: Predict the product of the given reaction. (1) Given the reactants [O:1]([CH2:8][C:9]([NH:11][C:12]1[NH:13][C:14](=[O:53])[C:15]2[N:16]=[CH:17][N:18]([C:51]=2[N:52]=1)[C@@H:19]1[O:50][C@H:24]([CH2:25][O:26][C:27]([C:44]2[CH:49]=[CH:48][CH:47]=[CH:46][CH:45]=2)([C:36]2[CH:41]=[CH:40][C:39]([O:42][CH3:43])=[CH:38][CH:37]=2)[C:28]2[CH:33]=[CH:32][C:31]([O:34][CH3:35])=[CH:30][CH:29]=2)[C@@H:22]([OH:23])[C@H:20]1[OH:21])=[O:10])[C:2]1[CH:7]=[CH:6][CH:5]=[CH:4][CH:3]=1.C(N(C(C)C)CC)(C)C.ClCC(C#N)[CH2:66][O:67][CH2:68][CH:69]([C:72]#[N:73])CCl.C(=O)(O)[O-].[Na+], predict the reaction product. The product is: [O:1]([CH2:8][C:9]([NH:11][C:12]1[NH:13][C:14](=[O:53])[C:15]2[N:16]=[CH:17][N:18]([C:51]=2[N:52]=1)[C@@H:19]1[O:50][C@H:24]([CH2:25][O:26][C:27]([C:44]2[CH:49]=[CH:48][CH:47]=[CH:46][CH:45]=2)([C:36]2[CH:41]=[CH:40][C:39]([O:42][CH3:43])=[CH:38][CH:37]=2)[C:28]2[CH:33]=[CH:32][C:31]([O:34][CH3:35])=[CH:30][CH:29]=2)[C@@H:22]([OH:23])[C@H:20]1[O:21][CH2:66][O:67][CH2:68][CH2:69][C:72]#[N:73])=[O:10])[C:2]1[CH:3]=[CH:4][CH:5]=[CH:6][CH:7]=1. (2) Given the reactants [CH2:1](Br)[CH2:2][CH3:3].[CH:5]1(Br)[CH2:10][CH2:9][CH2:8][CH2:7][CH2:6]1, predict the reaction product. The product is: [CH:2]1([CH:3]2[C:6]3[CH:7]=[CH:8][CH:9]=[CH:10][C:5]=3[C:5]3[C:6]2=[CH:7][CH:8]=[CH:9][CH:10]=3)[CH2:7][CH2:6][CH2:5][CH2:10][CH2:1]1.